From a dataset of PAMPA permeability data for FDA-approved drugs from NCATS. Regression/Classification. Given a drug SMILES string, predict its absorption, distribution, metabolism, or excretion properties. Task type varies by dataset: regression for continuous measurements (e.g., permeability, clearance, half-life) or binary classification for categorical outcomes (e.g., BBB penetration, CYP inhibition). Dataset: approved_pampa_ncats. (1) The molecule is C1=CC=C(C=C1)CCCCOC2=CC=C(C=C2)C(=O)NC3=CC4=C(C=C3)C(=O)C=C(O4)C5=NNN=N5. The result is 1 (high permeability). (2) The compound is O=C(c1ccc(F)c(F)c1Nc1ccc(I)cc1F)N1CC(O)([C@@H]2CCCCN2)C1. The result is 0 (low-to-moderate permeability). (3) The drug is C1=CC=C2C(=C1)C(=O)NS2(=O)=O. The result is 1 (high permeability). (4) The molecule is CCCC1C(=O)N2C3=C(C=CC(=C3)C)N=C(N2C1=O)N(C)C. The result is 0 (low-to-moderate permeability). (5) The drug is O=C(CSc1nnc(Br)n1-c1ccc(C2CC2)c2ccccc12)O[Na]. The result is 1 (high permeability).